From a dataset of CYP2D6 inhibition data for predicting drug metabolism from PubChem BioAssay. Regression/Classification. Given a drug SMILES string, predict its absorption, distribution, metabolism, or excretion properties. Task type varies by dataset: regression for continuous measurements (e.g., permeability, clearance, half-life) or binary classification for categorical outcomes (e.g., BBB penetration, CYP inhibition). Dataset: cyp2d6_veith. The result is 0 (non-inhibitor). The drug is CCNCCCNCCCNCCCNCC.